Dataset: Forward reaction prediction with 1.9M reactions from USPTO patents (1976-2016). Task: Predict the product of the given reaction. (1) Given the reactants Br[C:2]1[CH:3]=[C:4]([C:8]2[NH:9][C:10]3[N:11]([N:17]=[CH:18][C:19]=3[C:20]#[N:21])[C:12](=[O:16])[C:13]=2[CH2:14][CH3:15])[CH:5]=[CH:6][CH:7]=1.[F:22][C:23]1[CH:29]=[CH:28][C:26]([NH2:27])=[CH:25][CH:24]=1.C(=O)([O-])[O-].[Cs+].[Cs+], predict the reaction product. The product is: [CH2:14]([C:13]1[C:12](=[O:16])[N:11]2[N:17]=[CH:18][C:19]([C:20]#[N:21])=[C:10]2[NH:9][C:8]=1[C:4]1[CH:5]=[CH:6][CH:7]=[C:2]([NH:27][C:26]2[CH:28]=[CH:29][C:23]([F:22])=[CH:24][CH:25]=2)[CH:3]=1)[CH3:15]. (2) Given the reactants F[C:2]1[CH:7]=[CH:6][C:5]([NH:8][C:9](=[O:14])[C:10]([CH3:13])([CH3:12])[CH3:11])=[CH:4][C:3]=1[N+:15]([O-:17])=[O:16].[CH:18]1([CH2:24][NH2:25])[CH2:23][CH2:22][CH2:21][CH2:20][CH2:19]1.C(N(CC)CC)C, predict the reaction product. The product is: [CH:18]1([CH2:24][NH:25][C:2]2[CH:7]=[CH:6][C:5]([NH:8][C:9](=[O:14])[C:10]([CH3:13])([CH3:12])[CH3:11])=[CH:4][C:3]=2[N+:15]([O-:17])=[O:16])[CH2:23][CH2:22][CH2:21][CH2:20][CH2:19]1. (3) Given the reactants [H-].[Na+].Cl[C:4]1[N:5]=[CH:6][C:7]2[NH:12][CH:11]=[CH:10][C:8]=2[N:9]=1.C[Si](CCOCCl)(C)C, predict the reaction product. The product is: [N:9]1[C:8]2[CH:10]=[CH:11][NH:12][C:7]=2[CH:6]=[N:5][CH:4]=1.